This data is from Full USPTO retrosynthesis dataset with 1.9M reactions from patents (1976-2016). The task is: Predict the reactants needed to synthesize the given product. (1) The reactants are: [CH3:1][CH:2]([CH:13](C([O-])=O)[C:14]([O:16]CC)=[O:15])[CH2:3][CH:4]([CH3:12])[CH2:5][CH2:6][CH2:7][CH2:8][CH2:9][CH2:10][CH3:11].C(O)(=O)C.S(=O)(=O)(O)O. Given the product [CH3:1][CH:2]([CH2:3][CH:4]([CH3:12])[CH2:5][CH2:6][CH2:7][CH2:8][CH2:9][CH2:10][CH3:11])[CH2:13][C:14]([OH:16])=[O:15], predict the reactants needed to synthesize it. (2) Given the product [CH2:1]([C:3]1[CH:4]=[C:5]([CH3:24])[C:6]([N:9]2[CH2:14][CH2:13][N:12]([C:15]([C:17]3[CH:22]=[CH:21][C:20]([N:28]4[CH2:29][CH2:30][N:26]([CH3:25])[C:27]4=[O:31])=[CH:19][CH:18]=3)=[O:16])[CH2:11][CH2:10]2)=[N:7][CH:8]=1)[CH3:2], predict the reactants needed to synthesize it. The reactants are: [CH2:1]([C:3]1[CH:4]=[C:5]([CH3:24])[C:6]([N:9]2[CH2:14][CH2:13][N:12]([C:15]([C:17]3[CH:22]=[CH:21][C:20](I)=[CH:19][CH:18]=3)=[O:16])[CH2:11][CH2:10]2)=[N:7][CH:8]=1)[CH3:2].[CH3:25][N:26]1[CH2:30][CH2:29][NH:28][C:27]1=[O:31]. (3) The reactants are: [S:1]1[C:5]2[C:6](=[O:10])[NH:7][CH2:8][CH2:9][C:4]=2[CH:3]=[CH:2]1.Br[C:12]1[CH:13]=[N:14][CH:15]=[CH:16][CH:17]=1.P([O-])([O-])([O-])=O.[K+].[K+].[K+]. Given the product [N:14]1[CH:15]=[CH:16][CH:17]=[C:12]([N:7]2[CH2:8][CH2:9][C:4]3[CH:3]=[CH:2][S:1][C:5]=3[C:6]2=[O:10])[CH:13]=1, predict the reactants needed to synthesize it. (4) Given the product [CH3:1][C:2]1[C:3]([C:7]([O:9][CH2:10][CH3:11])=[O:8])=[N:4][N:5]([C:13]2[CH:18]=[CH:17][C:16]([C:19]([F:22])([F:21])[F:20])=[CH:15][CH:14]=2)[CH:6]=1, predict the reactants needed to synthesize it. The reactants are: [CH3:1][C:2]1[C:3]([C:7]([O:9][CH2:10][CH3:11])=[O:8])=[N:4][NH:5][CH:6]=1.I[C:13]1[CH:18]=[CH:17][C:16]([C:19]([F:22])([F:21])[F:20])=[CH:15][CH:14]=1.N1CCC[C@H]1C(O)=O.C(=O)([O-])[O-].[K+].[K+]. (5) Given the product [NH2:1][C:2]1[C:11]([F:12])=[CH:10][C:5]([C:6]([OH:8])=[O:7])=[C:4]([Br:13])[CH:3]=1, predict the reactants needed to synthesize it. The reactants are: [NH2:1][C:2]1[C:11]([F:12])=[CH:10][C:5]([C:6]([O:8]C)=[O:7])=[C:4]([Br:13])[CH:3]=1.[OH-].[Li+].Cl. (6) Given the product [CH2:18]([O:25][C:2]1[S:3][C:4]([CH2:7][NH:8][C:9](=[O:17])[C:10]2[CH:15]=[CH:14][CH:13]=[N:12][C:11]=2[NH2:16])=[CH:5][N:6]=1)[C:19]1[CH:24]=[CH:23][CH:22]=[CH:21][CH:20]=1, predict the reactants needed to synthesize it. The reactants are: Cl[C:2]1[S:3][C:4]([CH2:7][NH:8][C:9](=[O:17])[C:10]2[CH:15]=[CH:14][CH:13]=[N:12][C:11]=2[NH2:16])=[CH:5][N:6]=1.[CH2:18]([OH:25])[C:19]1[CH:24]=[CH:23][CH:22]=[CH:21][CH:20]=1.CC(C)(C)[O-].[K+].COCCOC. (7) Given the product [CH2:44]([N:48]([CH2:52][CH2:53][CH2:54][CH3:55])[CH2:49][CH2:50][NH:51][C:36]([NH:20][C:19]1[CH:21]=[CH:22][C:16]([O:15][C:6]2[C:5]3[C:10](=[CH:11][C:12]([O:13][CH3:14])=[C:3]([O:2][CH3:1])[CH:4]=3)[N:9]=[CH:8][CH:7]=2)=[CH:17][C:18]=1[O:23][CH3:24])=[O:42])[CH2:45][CH2:46][CH3:47], predict the reactants needed to synthesize it. The reactants are: [CH3:1][O:2][C:3]1[CH:4]=[C:5]2[C:10](=[CH:11][C:12]=1[O:13][CH3:14])[N:9]=[CH:8][CH:7]=[C:6]2[O:15][C:16]1[CH:22]=[CH:21][C:19]([NH2:20])=[C:18]([O:23][CH3:24])[CH:17]=1.C(N(CC)CC)C.ClC(Cl)(O[C:36](=[O:42])OC(Cl)(Cl)Cl)Cl.[CH2:44]([N:48]([CH2:52][CH2:53][CH2:54][CH3:55])[CH2:49][CH2:50][NH2:51])[CH2:45][CH2:46][CH3:47].